This data is from Peptide-MHC class II binding affinity with 134,281 pairs from IEDB. The task is: Regression. Given a peptide amino acid sequence and an MHC pseudo amino acid sequence, predict their binding affinity value. This is MHC class II binding data. (1) The peptide sequence is EKKYFATTQFEPLAA. The MHC is DRB1_1001 with pseudo-sequence DRB1_1001. The binding affinity (normalized) is 0.604. (2) The peptide sequence is PPRRALRVVAPEKHI. The MHC is H-2-IAd with pseudo-sequence H-2-IAd. The binding affinity (normalized) is 0.450.